From a dataset of Full USPTO retrosynthesis dataset with 1.9M reactions from patents (1976-2016). Predict the reactants needed to synthesize the given product. (1) Given the product [F:33][C:34]([F:47])([F:46])[S:35]([O:21][C:9]1[C:8]2[N:13]([C:14]([C:15]3[CH:20]=[CH:19][CH:18]=[CH:17][CH:16]=3)=[C:6]3[C:5](=[O:22])[N:4]([CH3:23])[C:3](=[O:24])[N:2]([CH3:1])[C:7]3=2)[CH2:12][CH2:11][CH:10]=1)(=[O:37])=[O:36], predict the reactants needed to synthesize it. The reactants are: [CH3:1][N:2]1[C:7]2=[C:8]3[N:13]([C:14]([C:15]4[CH:20]=[CH:19][CH:18]=[CH:17][CH:16]=4)=[C:6]2[C:5](=[O:22])[N:4]([CH3:23])[C:3]1=[O:24])[CH2:12][CH2:11][CH2:10][C:9]3=[O:21].N1C(C)=CC=CC=1C.[F:33][C:34]([F:47])([F:46])[S:35](O[S:35]([C:34]([F:47])([F:46])[F:33])(=[O:37])=[O:36])(=[O:37])=[O:36]. (2) Given the product [CH3:20][O:19][C:14]1[CH:15]=[CH:16][CH:17]=[CH:18][C:13]=1[C:12]1[N:6]2[C:7]([CH:8]=[N:9][C:4]([NH:21][C:22]3[CH:23]=[CH:24][C:25](=[O:28])[NH:26][CH:27]=3)=[N:5]2)=[CH:10][CH:11]=1, predict the reactants needed to synthesize it. The reactants are: CS([C:4]1[N:9]=[CH:8][C:7]2=[CH:10][CH:11]=[C:12]([C:13]3[CH:18]=[CH:17][CH:16]=[CH:15][C:14]=3[O:19][CH3:20])[N:6]2[N:5]=1)=O.[NH2:21][C:22]1[CH:23]=[CH:24][C:25](=[O:28])[NH:26][CH:27]=1.C(N(CC)C(C)C)(C)C.COCC(O)C. (3) Given the product [CH2:1]([C:3]1[CH:29]=[CH:28][CH:27]=[CH:26][C:4]=1[O:5][C:6]1[CH:11]=[CH:10][CH:9]=[CH:8][C:7]=1[C@:12]([C@@H:20]1[CH2:25][CH2:24][CH2:23][N:22]([C:37]([Cl:36])=[O:39])[CH2:21]1)([OH:19])[CH2:13][CH2:14][CH2:15][CH2:16][O:17][CH3:18])[CH3:2], predict the reactants needed to synthesize it. The reactants are: [CH2:1]([C:3]1[CH:29]=[CH:28][CH:27]=[CH:26][C:4]=1[O:5][C:6]1[CH:11]=[CH:10][CH:9]=[CH:8][C:7]=1[C@:12]([C@@H:20]1[CH2:25][CH2:24][CH2:23][NH:22][CH2:21]1)([OH:19])[CH2:13][CH2:14][CH2:15][CH2:16][O:17][CH3:18])[CH3:2].N1C=CC=CC=1.[Cl:36][C:37](Cl)([O:39]C(=O)OC(Cl)(Cl)Cl)Cl. (4) Given the product [Cl:1][C:2]1[CH:9]=[CH:8][C:7]([C:10]([F:13])([F:12])[F:11])=[CH:6][C:3]=1[CH2:4][NH:14][C:15]1[CH:16]=[C:17]2[C:21]3=[C:22]([CH2:24][O:25][CH2:26][CH2:27][N:20]3[C@H:19]3[CH2:28][CH2:29][NH:30][CH2:31][C@@H:18]23)[CH:23]=1, predict the reactants needed to synthesize it. The reactants are: [Cl:1][C:2]1[CH:9]=[CH:8][C:7]([C:10]([F:13])([F:12])[F:11])=[CH:6][C:3]=1[CH:4]=O.[NH2:14][C:15]1[CH:16]=[C:17]2[C:21]3=[C:22]([CH2:24][O:25][CH2:26][CH2:27][N:20]3[C@H:19]3[CH2:28][CH2:29][N:30](C(OC(C)(C)C)=O)[CH2:31][C@@H:18]23)[CH:23]=1.